Dataset: Reaction yield outcomes from USPTO patents with 853,638 reactions. Task: Predict the reaction yield, written as a fraction of the theoretical maximum amount of product (1.0 means a 100% yield; for example, 0.34 means a 34% yield). (1) The reactants are Br[C:2](Br)=[CH:3][CH2:4][CH:5]([N:8]1[CH:12]=[C:11]([C:13]2[C:14]3[CH:21]=[CH:20][N:19]([CH2:22][O:23][CH2:24][CH2:25][Si:26]([CH3:29])([CH3:28])[CH3:27])[C:15]=3[N:16]=[CH:17][N:18]=2)[CH:10]=[N:9]1)[CH2:6][CH3:7].C1COCC1.C([Li])CCC.O.Cl. The catalyst is CCCCCC. The product is [CH2:6]([CH:5]([N:8]1[CH:12]=[C:11]([C:13]2[C:14]3[CH:21]=[CH:20][N:19]([CH2:22][O:23][CH2:24][CH2:25][Si:26]([CH3:28])([CH3:29])[CH3:27])[C:15]=3[N:16]=[CH:17][N:18]=2)[CH:10]=[N:9]1)[CH2:4][C:3]#[CH:2])[CH3:7]. The yield is 0.800. (2) The reactants are [C:1]([C:3]1[CH:8]=[CH:7][C:6]([NH:9][C:10]2[N:11]=[C:12]([O:19][C:20]3[C:27]([CH3:28])=[CH:26][C:23]([C:24]#[N:25])=[CH:22][C:21]=3[CH3:29])[C:13]3[NH:18][CH:17]=[CH:16][C:14]=3[N:15]=2)=[CH:5][CH:4]=1)#[N:2].C1C(=O)N([Cl:37])C(=O)C1. The catalyst is C(Cl)Cl. The product is [Cl:37][C:16]1[C:14]2[N:15]=[C:10]([NH:9][C:6]3[CH:7]=[CH:8][C:3]([C:1]#[N:2])=[CH:4][CH:5]=3)[N:11]=[C:12]([O:19][C:20]3[C:21]([CH3:29])=[CH:22][C:23]([C:24]#[N:25])=[CH:26][C:27]=3[CH3:28])[C:13]=2[NH:18][CH:17]=1. The yield is 0.650. (3) The reactants are F[C:2]1[CH:3]=[C:4]([OH:11])[CH:5]=[CH:6][C:7]=1[N+:8]([O-:10])=[O:9].[CH3:12][NH2:13]. The catalyst is O.Cl. The product is [CH3:12][NH:13][C:2]1[CH:3]=[C:4]([OH:11])[CH:5]=[CH:6][C:7]=1[N+:8]([O-:10])=[O:9]. The yield is 0.950.